Predict the product of the given reaction. From a dataset of Forward reaction prediction with 1.9M reactions from USPTO patents (1976-2016). (1) Given the reactants C(P(C(C)(C)C)C(C)(C)C)(C)(C)C.Br[C:15]1[CH:16]=[C:17]([C:23](=[O:25])[CH3:24])[CH:18]=[N:19][C:20]=1[O:21][CH3:22].[CH2:26]([NH:29][C:30](=[O:33])[O:31][CH3:32])[C:27]#[CH:28], predict the reaction product. The product is: [C:23]([C:17]1[CH:16]=[C:15]([C:28]#[C:27][CH2:26][NH:29][C:30](=[O:33])[O:31][CH3:32])[C:20]([O:21][CH3:22])=[N:19][CH:18]=1)(=[O:25])[CH3:24]. (2) Given the reactants [CH2:1]([O:3][CH:4]1[NH:9][CH2:8][CH2:7][NH:6][CH:5]1[CH3:10])[CH3:2].[Se](=O)=[O:12], predict the reaction product. The product is: [CH2:1]([O:3][C:4]1[C:5]([CH:10]=[O:12])=[N:6][CH:7]=[CH:8][N:9]=1)[CH3:2].